Dataset: Reaction yield outcomes from USPTO patents with 853,638 reactions. Task: Predict the reaction yield, written as a fraction of the theoretical maximum amount of product (1.0 means a 100% yield; for example, 0.34 means a 34% yield). (1) The reactants are [Br:1][C:2]1[S:3][C:4]([C:8]([OH:10])=O)=[C:5]([Br:7])[N:6]=1.S(Cl)(Cl)=O.CN(C)C=O.C(N(CC)CC)C.[CH2:27]([NH2:30])[CH:28]=[CH2:29]. The catalyst is ClCCl.O. The product is [CH2:27]([NH:30][C:8]([C:4]1[S:3][C:2]([Br:1])=[N:6][C:5]=1[Br:7])=[O:10])[CH:28]=[CH2:29]. The yield is 0.500. (2) The reactants are C([Li])CCC.C[C:7]([CH3:10])([O-:9])[CH3:8].[K+].C(NC(C)C)(C)C.[O:19]([C@H:27]1[CH2:32][CH2:31][C@H:30]2[C@H:33]3[C@H:42]([CH2:43][CH2:44][C@:28]12[CH3:29])[C:41]1C=[CH:39][C:38]([O:45][CH3:46])=[CH:37][C:36]=1CC3)[Si:20]([C:23]([CH3:26])([CH3:25])[CH3:24])([CH3:22])[CH3:21].B(OC)(OC)OC.OO.S([O-])([O-])(=O)=S.[Na+].[Na+]. The catalyst is O1CCCC1. The product is [O:19]([C@H:27]1[CH2:32][CH2:31][C@H:30]2[C@H:33]3[C@H:42]([CH2:43][CH2:44][C@:28]12[CH3:29])[C:41]1[CH:36]=[CH:37][C:38]([O:45][CH3:46])=[CH:39][C:10]=1[CH:7]([OH:9])[CH2:8]3)[Si:20]([C:23]([CH3:26])([CH3:25])[CH3:24])([CH3:21])[CH3:22]. The yield is 0.820. (3) The reactants are [C:1]([O:5][C:6]([NH:8][C:9]1[O:17][C:16]2[C:11](=[N:12][CH:13]=[C:14]([CH2:18][CH2:19][CH2:20][O:21][CH3:22])[CH:15]=2)[C:10]=1[C:23]([OH:25])=O)=[O:7])([CH3:4])([CH3:3])[CH3:2].[NH2:26][C:27]1[CH:28]=[N:29][CH:30]=[CH:31][C:32]=1[N:33]1[CH2:38][C@H:37]([C:39]([F:42])([F:41])[F:40])[CH2:36][C@H:35]([NH:43][C:44](=[O:50])[O:45][C:46]([CH3:49])([CH3:48])[CH3:47])[CH2:34]1.CN(C(ON1N=NC2C=CC=NC1=2)=[N+](C)C)C.F[P-](F)(F)(F)(F)F.CCN(C(C)C)C(C)C. The catalyst is ClCCCl.O.C(Cl)Cl. The product is [C:1]([O:5][C:6]([NH:8][C:9]1[O:17][C:16]2[C:11](=[N:12][CH:13]=[C:14]([CH2:18][CH2:19][CH2:20][O:21][CH3:22])[CH:15]=2)[C:10]=1[C:23]([NH:26][C:27]1[CH:28]=[N:29][CH:30]=[CH:31][C:32]=1[N:33]1[CH2:38][C@H:37]([C:39]([F:40])([F:42])[F:41])[CH2:36][C@H:35]([NH:43][C:44](=[O:50])[O:45][C:46]([CH3:48])([CH3:47])[CH3:49])[CH2:34]1)=[O:25])=[O:7])([CH3:4])([CH3:2])[CH3:3]. The yield is 0.800. (4) The reactants are [Si:1]([O:8][C:9]1[CH:14]=[C:13]([O:15][Si:16]([C:19]([CH3:22])([CH3:21])[CH3:20])([CH3:18])[CH3:17])[CH:12]=[CH:11][C:10]=1[CH:23]1[CH2:28][CH2:27][C:26](=O)[CH2:25][CH2:24]1)([C:4]([CH3:7])([CH3:6])[CH3:5])([CH3:3])[CH3:2].[CH2:30]([NH2:37])[C:31]1[CH:36]=[CH:35][CH:34]=[CH:33][CH:32]=1.C(O[BH-](OC(=O)C)OC(=O)C)(=O)C.C[N+](C)(C)C.[OH-].[Na+]. The catalyst is ClCCCl. The product is [CH2:30]([NH:37][C@H:26]1[CH2:27][CH2:28][C@@H:23]([C:10]2[CH:11]=[CH:12][C:13]([O:15][Si:16]([C:19]([CH3:21])([CH3:22])[CH3:20])([CH3:17])[CH3:18])=[CH:14][C:9]=2[O:8][Si:1]([C:4]([CH3:6])([CH3:5])[CH3:7])([CH3:2])[CH3:3])[CH2:24][CH2:25]1)[C:31]1[CH:36]=[CH:35][CH:34]=[CH:33][CH:32]=1. The yield is 0.700. (5) The reactants are C#CCC.[Li][CH2:6][CH2:7][CH2:8][CH3:9].Cl[C:11]1([C:24]([F:27])([F:26])[F:25])[C:16]2[CH:17]=[C:18]([O:21][CH3:22])[CH:19]=[CH:20][C:15]=2[NH:14][C:13](=[O:23])[O:12]1. The catalyst is C1COCC1. The product is [C:6]([C:11]1([C:24]([F:26])([F:27])[F:25])[C:16]2[CH:17]=[C:18]([O:21][CH3:22])[CH:19]=[CH:20][C:15]=2[NH:14][C:13](=[O:23])[O:12]1)#[C:7][CH2:8][CH3:9]. The yield is 0.480. (6) The catalyst is C1COCC1.[Cu]I. The product is [F:9][C:7]1[CH:8]=[C:3]([C@H:15]2[CH2:14][CH2:13][CH2:12][C@@H:16]2[OH:17])[CH:4]=[C:5]([F:11])[C:6]=1[F:10]. The yield is 0.790. The reactants are [Mg].Br[C:3]1[CH:4]=[C:5]([F:11])[C:6]([F:10])=[C:7]([F:9])[CH:8]=1.[CH:12]12[O:17][CH:16]1[CH2:15][CH2:14][CH2:13]2.